This data is from Full USPTO retrosynthesis dataset with 1.9M reactions from patents (1976-2016). The task is: Predict the reactants needed to synthesize the given product. (1) Given the product [CH3:1][CH:2]1[CH2:7][CH2:6][N:5]([C:8]([N:10]2[CH2:16][C:15]3[CH:17]=[C:18]([C:21]4[CH:22]=[C:23]([NH2:28])[C:24]([NH2:27])=[N:25][CH:26]=4)[CH:19]=[CH:20][C:14]=3[O:13][CH2:12][CH2:11]2)=[O:9])[CH2:4][CH2:3]1, predict the reactants needed to synthesize it. The reactants are: [CH3:1][CH:2]1[CH2:7][CH2:6][N:5]([C:8]([N:10]2[CH2:16][C:15]3[CH:17]=[C:18]([C:21]4[CH:22]=[C:23]([N+:28]([O-])=O)[C:24]([NH2:27])=[N:25][CH:26]=4)[CH:19]=[CH:20][C:14]=3[O:13][CH2:12][CH2:11]2)=[O:9])[CH2:4][CH2:3]1.C([O-])=O.[NH4+]. (2) Given the product [C:16]([O:10][C:9]([NH:8][C:3]1[C:2]([F:1])=[CH:7][CH:6]=[CH:5][C:4]=1[B:21]([OH:24])[OH:22])=[O:15])([CH3:19])([CH3:18])[CH3:17], predict the reactants needed to synthesize it. The reactants are: [F:1][C:2]1[CH:7]=[CH:6][CH:5]=[CH:4][C:3]=1[NH:8][C:9](=[O:15])[O:10]CCCC.[C:16]([Li])([CH3:19])([CH3:18])[CH3:17].[B:21](OC)([O:24]C)[O:22]C.[OH-].[Na+].Cl.